From a dataset of Full USPTO retrosynthesis dataset with 1.9M reactions from patents (1976-2016). Predict the reactants needed to synthesize the given product. (1) The reactants are: [CH3:1][C:2]1[CH:6]=[C:5]([CH:7]([CH3:13])[C:8]([O:10]CC)=[O:9])[NH:4][N:3]=1.O.[OH-].[Na+]. Given the product [CH3:1][C:2]1[CH:6]=[C:5]([CH:7]([CH3:13])[C:8]([OH:10])=[O:9])[NH:4][N:3]=1, predict the reactants needed to synthesize it. (2) Given the product [C:1]([O:5][C:6](=[O:14])[NH:7][C@H:8]([C:12]1[NH:19][N:18]=[N:17][N:13]=1)[CH2:9][C:10]#[CH:11])([CH3:4])([CH3:2])[CH3:3], predict the reactants needed to synthesize it. The reactants are: [C:1]([O:5][C:6](=[O:14])[NH:7][C@H:8]([C:12]#[N:13])[CH2:9][C:10]#[CH:11])([CH3:4])([CH3:3])[CH3:2].[Cl-].[NH4+].[N-:17]=[N+:18]=[N-:19].[Na+]. (3) Given the product [N:18]1[CH:19]=[CH:20][CH:21]=[CH:22][C:17]=1[C:15]1[N:16]=[C:12]([C:9]2[CH:8]=[CH:7][C:6]([C:38]3[CH:39]=[CH:40][CH:41]=[C:42]4[C:47]=3[N:46]=[CH:45][CH:44]=[CH:43]4)=[CH:11][CH:10]=2)[N:13]([C:23]2[CH:24]=[N:25][CH:26]=[CH:27][CH:28]=2)[CH:14]=1, predict the reactants needed to synthesize it. The reactants are: C([Sn](CCCC)(CCCC)[C:6]1[CH:11]=[CH:10][C:9]([C:12]2[N:13]([C:23]3[CH:24]=[N:25][CH:26]=[CH:27][CH:28]=3)[CH:14]=[C:15]([C:17]3[CH:22]=[CH:21][CH:20]=[CH:19][N:18]=3)[N:16]=2)=[CH:8][CH:7]=1)CCC.Br[C:38]1[CH:39]=[CH:40][CH:41]=[C:42]2[C:47]=1[N:46]=[CH:45][CH:44]=[CH:43]2.C1(C2N(C3C=NC=CC=3)C=C(C3C=CC=CN=3)N=2)C=CC=CC=1. (4) Given the product [C:31]1([CH:7]([C:1]2[CH:6]=[CH:5][CH:4]=[CH:3][CH:2]=2)[N:8]2[C:16]3[C:11](=[C:12]([F:18])[CH:13]=[CH:14][C:15]=3[CH3:17])[CH:10]([C:19]3[C:20]([OH:28])=[CH:21][C:22]4[O:26][CH2:25][CH2:24][C:23]=4[CH:27]=3)[C:9]2=[O:30])[CH:32]=[CH:33][CH:34]=[CH:35][CH:36]=1, predict the reactants needed to synthesize it. The reactants are: [C:1]1([CH:7]([C:31]2[CH:36]=[CH:35][CH:34]=[CH:33][CH:32]=2)[N:8]2[C:16]3[C:11](=[C:12]([F:18])[CH:13]=[CH:14][C:15]=3[CH3:17])[C:10](O)([C:19]3[C:20]([OH:28])=[CH:21][C:22]4[O:26][CH2:25][CH2:24][C:23]=4[CH:27]=3)[C:9]2=[O:30])[CH:6]=[CH:5][CH:4]=[CH:3][CH:2]=1.ClC1C=CC=C2C=1C(O)(C1C(O)=CC3OCCC=3C=1)C(=O)N2C(C1C=CC=CC=1)C1C=CC=CC=1. (5) Given the product [Cl:25][C:19]1[CH:20]=[C:21]([Cl:24])[CH:22]=[CH:23][C:18]=1[C:16]1[C:15](=[O:26])[N:14]([CH3:27])[C:8]2[N:9]([CH3:13])[C:10]3[C:6]([C:7]=2[CH:17]=1)=[CH:5][C:4]([C:1](=[O:3])[CH2:2][C:28](=[O:53])[CH2:29][O:30][CH2:31][CH3:32])=[CH:12][CH:11]=3, predict the reactants needed to synthesize it. The reactants are: [C:1]([C:4]1[CH:5]=[C:6]2[C:10](=[CH:11][CH:12]=1)[N:9]([CH3:13])[C:8]1[N:14]([CH3:27])[C:15](=[O:26])[C:16]([C:18]3[CH:23]=[CH:22][C:21]([Cl:24])=[CH:20][C:19]=3[Cl:25])=[CH:17][C:7]2=1)(=[O:3])[CH3:2].[CH2:28]1[O:53]CCOC2C(=CC=CC=2)OCC[O:53][CH2:28][CH2:29][O:30][C:31]2[C:31](=[CH:32]C=C[CH:32]=2)[O:30][CH2:29]1.C(OOC(CC)C)(=O)C.[H-].[Na+]. (6) Given the product [ClH:42].[O:1]1[C:6]2[CH:7]=[CH:8][C:9]([CH2:11][NH:12][CH:20]3[CH2:21][CH2:22][N:23]([CH2:26][CH2:27][N:28]4[C:37]5[C:32](=[C:33]([N+:38]([O-:40])=[O:39])[CH:34]=[CH:35][CH:36]=5)[CH:31]=[CH:30][C:29]4=[O:41])[CH2:24][CH2:25]3)=[CH:10][C:5]=2[O:4][CH2:3][CH2:2]1, predict the reactants needed to synthesize it. The reactants are: [O:1]1[C:6]2[CH:7]=[CH:8][C:9]([CH2:11][N:12]([CH:20]3[CH2:25][CH2:24][N:23]([CH2:26][CH2:27][N:28]4[C:37]5[C:32](=[C:33]([N+:38]([O-:40])=[O:39])[CH:34]=[CH:35][CH:36]=5)[CH:31]=[CH:30][C:29]4=[O:41])[CH2:22][CH2:21]3)C(=O)OC(C)(C)C)=[CH:10][C:5]=2[O:4][CH2:3][CH2:2]1.[ClH:42].O1CCOCC1. (7) Given the product [CH2:35]([C:26]1[N:27]([C:29]2[CH:34]=[CH:33][CH:32]=[CH:31][CH:30]=2)[N:28]=[C:23]2[C:22](=[O:37])[NH:21][C:20]([C:19]3[C:14]([O:13][CH2:11][CH2:12][O:50][CH3:49])=[N:15][CH:16]=[C:17]([S:38]([N:41]4[CH2:46][CH2:45][N:44]([CH2:47][CH3:48])[CH2:43][CH2:42]4)(=[O:40])=[O:39])[CH:18]=3)=[N:25][C:24]=12)[CH3:36], predict the reactants needed to synthesize it. The reactants are: C[Si]([N-][Si](C)(C)C)(C)C.[K+].[CH2:11]([O:13][C:14]1[C:19]([C:20]2[NH:21][C:22](=[O:37])[C:23]3[C:24](=[C:26]([CH2:35][CH3:36])[N:27]([C:29]4[CH:34]=[CH:33][CH:32]=[CH:31][CH:30]=4)[N:28]=3)[N:25]=2)=[CH:18][C:17]([S:38]([N:41]2[CH2:46][CH2:45][N:44]([CH2:47][CH3:48])[CH2:43][CH2:42]2)(=[O:40])=[O:39])=[CH:16][N:15]=1)[CH3:12].[CH3:49][O:50]CCO. (8) Given the product [F:22][C:14]1[CH:13]=[C:12]([NH:11][S:8]([C:5]2[N:6]=[CH:7][C:2]([B:23]([OH:27])[OH:24])=[CH:3][CH:4]=2)(=[O:10])=[O:9])[CH:17]=[N:16][C:15]=1[C:18]([O:20][CH3:21])=[O:19], predict the reactants needed to synthesize it. The reactants are: Br[C:2]1[CH:3]=[CH:4][C:5]([S:8]([NH:11][C:12]2[CH:13]=[C:14]([F:22])[C:15]([C:18]([O:20][CH3:21])=[O:19])=[N:16][CH:17]=2)(=[O:10])=[O:9])=[N:6][CH:7]=1.[B:23]1(B2OC(C)(C)C(C)(C)O2)[O:27]C(C)(C)C(C)(C)[O:24]1.C([O-])(=O)C.[K+]. (9) Given the product [ClH:4].[CH3:5][O:6][C:7]([C@H:9]1[CH2:13][CH2:12][C@H:11]([NH2:14])[CH2:10]1)=[O:8], predict the reactants needed to synthesize it. The reactants are: C([Cl:4])(=O)C.[CH3:5][O:6][C:7]([C@H:9]1[CH2:13][CH2:12][C@H:11]([NH:14]C(OC(C)(C)C)=O)[CH2:10]1)=[O:8].